From a dataset of Forward reaction prediction with 1.9M reactions from USPTO patents (1976-2016). Predict the product of the given reaction. (1) Given the reactants [C-:1]#[N:2].[K+].[Br:4][C:5]1[CH:10]=[C:9]([CH2:11]Br)[CH:8]=[CH:7][N:6]=1, predict the reaction product. The product is: [Br:4][C:5]1[CH:10]=[C:9]([CH2:11][C:1]#[N:2])[CH:8]=[CH:7][N:6]=1. (2) The product is: [CH2:26]([O:17][C:15]1[CH:14]=[CH:13][C:5]2[C:6]([C:7]3[CH:12]=[CH:11][CH:10]=[CH:9][CH:8]=3)=[C:2]([CH3:1])[O:3][C:4]=2[CH:16]=1)[CH:24]=[CH2:25]. Given the reactants [CH3:1][C:2]1[O:3][C:4]2[CH:16]=[C:15]([OH:17])[CH:14]=[CH:13][C:5]=2[C:6]=1[C:7]1[CH:12]=[CH:11][CH:10]=[CH:9][CH:8]=1.C(=O)([O-])[O-].[K+].[K+].[CH2:24]([C:26](C)=O)[CH3:25], predict the reaction product. (3) Given the reactants [OH:1][CH2:2][CH2:3][CH2:4][N:5]1[C:13]2[C:8](=[CH:9][CH:10]=[CH:11][CH:12]=2)[C:7]2([C:17]3=[CH:18][C:19]4[O:23][CH2:22][O:21][C:20]=4[CH:24]=[C:16]3[O:15][CH2:14]2)[C:6]1=[O:25].CC(OI1(OC(C)=O)(OC(C)=O)OC(=O)C2C1=CC=CC=2)=O, predict the reaction product. The product is: [O:25]=[C:6]1[C:7]2([C:17]3=[CH:18][C:19]4[O:23][CH2:22][O:21][C:20]=4[CH:24]=[C:16]3[O:15][CH2:14]2)[C:8]2[C:13](=[CH:12][CH:11]=[CH:10][CH:9]=2)[N:5]1[CH2:4][CH2:3][CH:2]=[O:1]. (4) Given the reactants [NH:1]([C:3]1[N:8]=[CH:7][N:6]=[C:5]2[N:9]([C:12]3[CH:17]=[CH:16][CH:15]=[CH:14][CH:13]=3)[N:10]=[CH:11][C:4]=12)[NH2:2].[CH3:18][O:19][C:20]1[CH:21]=[C:22]([CH:25]=[CH:26][C:27]=1[O:28][CH3:29])[CH:23]=O, predict the reaction product. The product is: [C:12]1([N:9]2[C:5]3=[N:6][CH:7]=[N:8][C:3]([NH:1][N:2]=[CH:23][C:22]4[CH:25]=[CH:26][C:27]([O:28][CH3:29])=[C:20]([O:19][CH3:18])[CH:21]=4)=[C:4]3[CH:11]=[N:10]2)[CH:17]=[CH:16][CH:15]=[CH:14][CH:13]=1.